This data is from Reaction yield outcomes from USPTO patents with 853,638 reactions. The task is: Predict the reaction yield, written as a fraction of the theoretical maximum amount of product (1.0 means a 100% yield; for example, 0.34 means a 34% yield). (1) The reactants are Cl[C:2]1[CH:11]=[CH:10][C:9]2[C:8]3[C:12]4[NH:19][CH2:18][C@@H:17]([CH3:20])[NH:16][C:15](=[O:21])[C:13]=4[S:14][C:7]=3[CH:6]=[CH:5][C:4]=2[N:3]=1.C1C=CC(P(C2C(C3C(P(C4C=CC=CC=4)C4C=CC=CC=4)=CC=C4C=3C=CC=C4)=C3C(C=CC=C3)=CC=2)C2C=CC=CC=2)=CC=1.C(=O)([O-])[O-].[Cs+].[Cs+].[CH3:74][N:75]([CH3:87])[CH2:76][CH2:77][O:78][C:79]1[N:84]=[C:83]([NH2:85])[CH:82]=[C:81]([F:86])[N:80]=1. The catalyst is O1CCOCC1.CC([O-])=O.CC([O-])=O.[Pd+2]. The product is [CH3:74][N:75]([CH3:87])[CH2:76][CH2:77][O:78][C:79]1[N:84]=[C:83]([NH:85][C:2]2[CH:11]=[CH:10][C:9]3[C:8]4[C:12]5[NH:19][CH2:18][C@@H:17]([CH3:20])[NH:16][C:15](=[O:21])[C:13]=5[S:14][C:7]=4[CH:6]=[CH:5][C:4]=3[N:3]=2)[CH:82]=[C:81]([F:86])[N:80]=1. The yield is 0.280. (2) The reactants are Cl[C:2]1[C:7]([CH:8]([CH2:13][CH2:14][CH3:15])[C:9]([O:11][CH3:12])=[O:10])=[C:6]([CH3:16])[N:5]=[C:4]([C:17]2[CH:22]=[CH:21][CH:20]=[CH:19][CH:18]=2)[N:3]=1.C(N(CC)C(C)C)(C)C.[O:32]1[C:41]2[C:36](=[CH:37][C:38](B3OC(C)(C)C(C)(C)O3)=[CH:39][CH:40]=2)[CH2:35][CH2:34][CH2:33]1. The catalyst is COCCOC.O.C1C=CC([P]([Pd]([P](C2C=CC=CC=2)(C2C=CC=CC=2)C2C=CC=CC=2)([P](C2C=CC=CC=2)(C2C=CC=CC=2)C2C=CC=CC=2)[P](C2C=CC=CC=2)(C2C=CC=CC=2)C2C=CC=CC=2)(C2C=CC=CC=2)C2C=CC=CC=2)=CC=1. The product is [O:32]1[C:41]2[C:36](=[CH:37][C:38]([C:2]3[C:7]([CH:8]([CH2:13][CH2:14][CH3:15])[C:9]([O:11][CH3:12])=[O:10])=[C:6]([CH3:16])[N:5]=[C:4]([C:17]4[CH:22]=[CH:21][CH:20]=[CH:19][CH:18]=4)[N:3]=3)=[CH:39][CH:40]=2)[CH2:35][CH2:34][CH2:33]1. The yield is 0.860. (3) The product is [Br-:23].[CH2:29]([N+:1]12[CH2:6][CH2:5][C:4]([C:9]([OH:10])([C:17]3[CH:22]=[CH:21][CH:20]=[CH:19][CH:18]=3)[C:11]3[CH:12]=[CH:13][CH:14]=[CH:15][CH:16]=3)([CH2:3][CH2:2]1)[CH2:7][CH2:8]2)[CH2:28][CH2:27][CH2:26][CH:25]=[CH2:24]. The catalyst is CC#N. The reactants are [N:1]12[CH2:8][CH2:7][C:4]([C:9]([C:17]3[CH:22]=[CH:21][CH:20]=[CH:19][CH:18]=3)([C:11]3[CH:16]=[CH:15][CH:14]=[CH:13][CH:12]=3)[OH:10])([CH2:5][CH2:6]1)[CH2:3][CH2:2]2.[Br:23][CH2:24][CH2:25][CH2:26][CH2:27][CH:28]=[CH2:29]. The yield is 0.671. (4) The reactants are NCC(N)C.[NH2:6][CH2:7][CH:8]([NH2:12])[CH2:9][CH2:10][CH3:11].[C:13]([NH:21][C:22]1[CH:23]=[C:24]([CH:28]=[CH:29][N:30]=1)[C:25](O)=O)(=[O:20])[C:14]1[CH:19]=[CH:18][CH:17]=[CH:16][CH:15]=1. No catalyst specified. The product is [CH2:9]([CH:8]1[CH2:7][NH:6][C:25]([C:24]2[CH:28]=[CH:29][N:30]=[C:22]([NH:21][C:13](=[O:20])[C:14]3[CH:15]=[CH:16][CH:17]=[CH:18][CH:19]=3)[CH:23]=2)=[N:12]1)[CH2:10][CH3:11]. The yield is 0.200. (5) The reactants are [NH2:1][C:2]1[N:7]=[C:6]([CH3:8])[N:5]=[C:4]([C:9]2[CH:10]=[C:11]([C:25](=[O:27])[CH3:26])[CH:12]=[N:13][C:14]=2[NH:15][C:16]2[CH:17]=[N:18][C:19]([O:23][CH3:24])=[C:20]([F:22])[CH:21]=2)[N:3]=1.[CH3:28][Mg]Br. The catalyst is C1COCC1. The product is [NH2:1][C:2]1[N:7]=[C:6]([CH3:8])[N:5]=[C:4]([C:9]2[CH:10]=[C:11]([C:25]([OH:27])([CH3:28])[CH3:26])[CH:12]=[N:13][C:14]=2[NH:15][C:16]2[CH:17]=[N:18][C:19]([O:23][CH3:24])=[C:20]([F:22])[CH:21]=2)[N:3]=1. The yield is 0.340. (6) The yield is 0.230. The product is [F:1][C:2]([F:32])([F:33])[O:3][C:4]1[CH:5]=[C:6]([CH:29]=[CH:30][CH:31]=1)[O:7][C:8]1[CH:9]=[C:10]([N:14]([CH2:15][C:16]2[CH:21]=[CH:20][CH:19]=[C:18]([O:22][C:23]([F:27])([F:28])[CH:24]([F:26])[F:25])[CH:17]=2)[CH2:60][C@@H:59]([OH:54])[C:35]([F:41])([F:40])[F:34])[CH:11]=[CH:12][CH:13]=1. The reactants are [F:1][C:2]([F:33])([F:32])[O:3][C:4]1[CH:5]=[C:6]([CH:29]=[CH:30][CH:31]=1)[O:7][C:8]1[CH:9]=[C:10]([NH:14][CH2:15][C:16]2[CH:21]=[CH:20][CH:19]=[C:18]([O:22][C:23]([F:28])([F:27])[CH:24]([F:26])[F:25])[CH:17]=2)[CH:11]=[CH:12][CH:13]=1.[F:34][C:35]([F:41])([F:40])S([O-])(=[O:54])=[O:54].[Yb+3].[F:34][C:35]([F:41])([F:40])S([O-])(=O)=O.[F:34][C:35]([F:41])([F:40])S([O-])(=O)=[O:54].[C:59](#N)[CH3:60]. The catalyst is O.C(Cl)Cl.